Task: Regression. Given two drug SMILES strings and cell line genomic features, predict the synergy score measuring deviation from expected non-interaction effect.. Dataset: NCI-60 drug combinations with 297,098 pairs across 59 cell lines (1) Drug 1: C1=NC2=C(N1)C(=S)N=C(N2)N. Drug 2: CC1=C(C(=O)C2=C(C1=O)N3CC4C(C3(C2COC(=O)N)OC)N4)N. Cell line: BT-549. Synergy scores: CSS=27.6, Synergy_ZIP=-0.486, Synergy_Bliss=0.623, Synergy_Loewe=2.07, Synergy_HSA=3.59. (2) Drug 1: CCC1(CC2CC(C3=C(CCN(C2)C1)C4=CC=CC=C4N3)(C5=C(C=C6C(=C5)C78CCN9C7C(C=CC9)(C(C(C8N6C=O)(C(=O)OC)O)OC(=O)C)CC)OC)C(=O)OC)O.OS(=O)(=O)O. Drug 2: CC=C1C(=O)NC(C(=O)OC2CC(=O)NC(C(=O)NC(CSSCCC=C2)C(=O)N1)C(C)C)C(C)C. Cell line: SK-OV-3. Synergy scores: CSS=54.0, Synergy_ZIP=-3.59, Synergy_Bliss=1.84, Synergy_Loewe=-0.311, Synergy_HSA=4.02. (3) Drug 1: CC1C(C(CC(O1)OC2CC(OC(C2O)C)OC3=CC4=CC5=C(C(=O)C(C(C5)C(C(=O)C(C(C)O)O)OC)OC6CC(C(C(O6)C)O)OC7CC(C(C(O7)C)O)OC8CC(C(C(O8)C)O)(C)O)C(=C4C(=C3C)O)O)O)O. Synergy scores: CSS=56.7, Synergy_ZIP=-8.32, Synergy_Bliss=-11.9, Synergy_Loewe=-50.9, Synergy_HSA=-13.4. Cell line: MOLT-4. Drug 2: C(CC(=O)O)C(=O)CN.Cl. (4) Drug 1: CC1=C2C(C(=O)C3(C(CC4C(C3C(C(C2(C)C)(CC1OC(=O)C(C(C5=CC=CC=C5)NC(=O)C6=CC=CC=C6)O)O)OC(=O)C7=CC=CC=C7)(CO4)OC(=O)C)O)C)OC(=O)C. Drug 2: C#CCC(CC1=CN=C2C(=N1)C(=NC(=N2)N)N)C3=CC=C(C=C3)C(=O)NC(CCC(=O)O)C(=O)O. Cell line: MCF7. Synergy scores: CSS=39.0, Synergy_ZIP=0.543, Synergy_Bliss=0.586, Synergy_Loewe=-10.5, Synergy_HSA=1.86. (5) Drug 1: CC1=C(N=C(N=C1N)C(CC(=O)N)NCC(C(=O)N)N)C(=O)NC(C(C2=CN=CN2)OC3C(C(C(C(O3)CO)O)O)OC4C(C(C(C(O4)CO)O)OC(=O)N)O)C(=O)NC(C)C(C(C)C(=O)NC(C(C)O)C(=O)NCCC5=NC(=CS5)C6=NC(=CS6)C(=O)NCCC[S+](C)C)O. Drug 2: CC1CCCC2(C(O2)CC(NC(=O)CC(C(C(=O)C(C1O)C)(C)C)O)C(=CC3=CSC(=N3)C)C)C. Cell line: NCI/ADR-RES. Synergy scores: CSS=36.5, Synergy_ZIP=-3.39, Synergy_Bliss=-5.17, Synergy_Loewe=-2.75, Synergy_HSA=-2.50.